Predict the product of the given reaction. From a dataset of Forward reaction prediction with 1.9M reactions from USPTO patents (1976-2016). (1) Given the reactants CP(C)C.[N:5]([CH2:8][CH2:9][C:10]([CH3:15])([CH3:14])[CH2:11][CH:12]=[CH2:13])=[N+]=[N-], predict the reaction product. The product is: [CH3:14][C:10]([CH3:15])([CH2:11][CH:12]=[CH2:13])[CH2:9][CH2:8][NH2:5]. (2) Given the reactants Br[C:2]1[C:3]([C:15]2[CH:20]=[CH:19][C:18]([F:21])=[CH:17][CH:16]=2)=[N:4][N:5]([C:8]2[CH:13]=[CH:12][CH:11]=[CH:10][C:9]=2[CH3:14])[C:6]=1[NH2:7].[CH2:22](C([Sn])=C(CCCC)CCCC)[CH2:23]CC, predict the reaction product. The product is: [F:21][C:18]1[CH:19]=[CH:20][C:15]([C:3]2[C:2]([CH:22]=[CH2:23])=[C:6]([NH2:7])[N:5]([C:8]3[CH:13]=[CH:12][CH:11]=[CH:10][C:9]=3[CH3:14])[N:4]=2)=[CH:16][CH:17]=1. (3) Given the reactants [C:1]([NH:9][NH:10][C:11](=[O:21])[C:12]1[CH:17]=[CH:16][CH:15]=[CH:14][C:13]=1[N+:18]([O-:20])=[O:19])(=[O:8])[C:2]1[CH:7]=[CH:6]C=[CH:4][CH:3]=1.C(Cl)(=[O:29])C1C=CC=CC=1, predict the reaction product. The product is: [N+:18]([C:13]1[CH:14]=[CH:15][CH:16]=[CH:17][C:12]=1[C:11]([NH:10][NH:9][C:1]([CH:2]1[CH2:7][CH2:6][O:29][CH2:4][CH2:3]1)=[O:8])=[O:21])([O-:20])=[O:19]. (4) The product is: [O:21]1[CH2:22][CH2:23][CH:18]([O:17][CH2:16][C@@H:15]([C:24]([O:26][CH3:27])=[O:25])[NH:14][C:12]([C:3]2[C:2]([NH:1][C:29]([NH:28][C:31]3[C:32]([CH3:39])=[CH:33][C:34]([CH3:38])=[CH:35][C:36]=3[CH3:37])=[O:30])=[CH:11][C:10]3[C:5](=[CH:6][CH:7]=[CH:8][CH:9]=3)[CH:4]=2)=[O:13])[CH2:19][CH2:20]1. Given the reactants [NH2:1][C:2]1[C:3]([C:12]([NH:14][C@H:15]([C:24]([O:26][CH3:27])=[O:25])[CH2:16][O:17][CH:18]2[CH2:23][CH2:22][O:21][CH2:20][CH2:19]2)=[O:13])=[CH:4][C:5]2[C:10]([CH:11]=1)=[CH:9][CH:8]=[CH:7][CH:6]=2.[N:28]([C:31]1[C:36]([CH3:37])=[CH:35][C:34]([CH3:38])=[CH:33][C:32]=1[CH3:39])=[C:29]=[O:30], predict the reaction product. (5) The product is: [C:32]([N:28]1[CH2:29][CH2:30][CH2:31][C@@H:26]([NH:25][C:23]2[C:22]([F:36])=[CH:21][N:20]=[C:19]([NH:1][C:2]3[CH:3]=[C:4]4[C:8](=[CH:9][CH:10]=3)[CH2:7][N:6]([C:11]([O:13][C:14]([CH3:17])([CH3:16])[CH3:15])=[O:12])[CH2:5]4)[N:24]=2)[CH2:27]1)(=[O:35])[CH:33]=[CH2:34]. Given the reactants [NH2:1][C:2]1[CH:3]=[C:4]2[C:8](=[CH:9][CH:10]=1)[CH2:7][N:6]([C:11]([O:13][C:14]([CH3:17])([CH3:16])[CH3:15])=[O:12])[CH2:5]2.Cl[C:19]1[N:24]=[C:23]([NH:25][C@@H:26]2[CH2:31][CH2:30][CH2:29][N:28]([C:32](=[O:35])[CH:33]=[CH2:34])[CH2:27]2)[C:22]([F:36])=[CH:21][N:20]=1.C([O-])([O-])=O.[Cs+].[Cs+].CN(C1C(C2C(P(C3CCCCC3)C3CCCCC3)=CC=CC=2)=CC=CC=1)C, predict the reaction product. (6) Given the reactants [C:1]([N:8]1[CH2:13][CH2:12][CH:11]([CH:14]([CH3:18])C(O)=O)[CH2:10][CH2:9]1)([O:3][C:4]([CH3:7])([CH3:6])[CH3:5])=[O:2].Cl.CN(C)CCCN=C=NCC.ON1C2N=CC=CC=2N=N1.[F:41][C:42]1[CH:55]=[CH:54][C:45]([CH2:46][N:47]2[CH2:52][CH2:51][NH:50][CH2:49][C:48]2=[O:53])=[CH:44][CH:43]=1.CN([CH:59]=[O:60])C, predict the reaction product. The product is: [F:41][C:42]1[CH:55]=[CH:54][C:45]([CH2:46][N:47]2[CH2:52][CH2:51][N:50]([C:59](=[O:60])[CH2:18][CH2:14][CH:11]3[CH2:10][CH2:9][N:8]([C:1]([O:3][C:4]([CH3:5])([CH3:6])[CH3:7])=[O:2])[CH2:13][CH2:12]3)[CH2:49][C:48]2=[O:53])=[CH:44][CH:43]=1. (7) Given the reactants [OH:1][CH2:2][CH2:3][CH2:4][CH2:5][CH2:6][CH2:7][CH2:8][C:9]1[CH2:11][CH:10]=1.C(N(CC)CC)C.[C:19](Cl)(=[O:21])[CH3:20], predict the reaction product. The product is: [C:19]([O:1][CH2:2][CH2:3][CH2:4][CH2:5][CH2:6][CH2:7][CH2:8][C:9]1[CH2:11][CH:10]=1)(=[O:21])[CH3:20].